Task: Predict the product of the given reaction.. Dataset: Forward reaction prediction with 1.9M reactions from USPTO patents (1976-2016) (1) Given the reactants Cl[C:2]1[CH:11]=[C:10]2[C:5]([CH:6]=[C:7]([NH:12][C:13](=[O:19])[O:14][C:15]([CH3:18])([CH3:17])[CH3:16])[N:8]=[CH:9]2)=[CH:4][N:3]=1.[CH3:20][C:21]1[CH:26]=[CH:25][N:24]=[CH:23][C:22]=1B(O)O.C(=O)([O-])[O-].[Na+].[Na+], predict the reaction product. The product is: [CH3:20][C:21]1[CH:26]=[CH:25][N:24]=[CH:23][C:22]=1[C:2]1[CH:11]=[C:10]2[C:5]([CH:6]=[C:7]([NH:12][C:13](=[O:19])[O:14][C:15]([CH3:18])([CH3:17])[CH3:16])[N:8]=[CH:9]2)=[CH:4][N:3]=1. (2) Given the reactants [NH:1](C(OCC1C=CC=CC=1)=O)[CH2:2][C:3]([NH:5][CH2:6][C:7]([NH:9][CH2:10][C:11]([NH:13][CH2:14][C:15]([O:17]CC1C=CC=CC=1)=[O:16])=[O:12])=[O:8])=[O:4], predict the reaction product. The product is: [NH2:1][CH2:2][C:3]([NH:5][CH2:6][C:7]([NH:9][CH2:10][C:11]([NH:13][CH2:14][C:15]([OH:17])=[O:16])=[O:12])=[O:8])=[O:4].